This data is from Forward reaction prediction with 1.9M reactions from USPTO patents (1976-2016). The task is: Predict the product of the given reaction. (1) The product is: [CH2:1]([C:4]1[C:5]2[O:19][N:24]=[C:16]([CH3:17])[C:6]=2[CH:7]=[CH:8][C:9]=1[N:10]1[CH2:15][CH2:14][CH2:13][CH2:12][CH2:11]1)[CH:2]=[CH2:3]. Given the reactants [CH2:1]([C:4]1[C:5]([OH:19])=[C:6]([C:16](=O)[CH3:17])[CH:7]=[CH:8][C:9]=1[N:10]1[CH2:15][CH2:14][CH2:13][CH2:12][CH2:11]1)[CH:2]=[CH2:3].C(O)C.Cl.[NH2:24]O.C([O-])(=O)C.[Na+], predict the reaction product. (2) Given the reactants [Br:1][C:2]1[CH:3]=[C:4]([C:8]2([CH2:12][C:13]([O:15]CC)=[O:14])[CH2:11][O:10][CH2:9]2)[CH:5]=[CH:6][CH:7]=1.[OH-].[Na+].Cl, predict the reaction product. The product is: [Br:1][C:2]1[CH:3]=[C:4]([C:8]2([CH2:12][C:13]([OH:15])=[O:14])[CH2:11][O:10][CH2:9]2)[CH:5]=[CH:6][CH:7]=1.